Dataset: Experimentally validated miRNA-target interactions with 360,000+ pairs, plus equal number of negative samples. Task: Binary Classification. Given a miRNA mature sequence and a target amino acid sequence, predict their likelihood of interaction. (1) The miRNA is mmu-miR-155-5p with sequence UUAAUGCUAAUUGUGAUAGGGGU. The protein sequence of the target gene is MLTVGCTLLVALLAAPAVALVLGSCRALEVANGTVTSLPGATVTLICPGKEAAGNVTIHWVYSGSQNREWTTTGNTLVLRDVQLSDTGDYLCSLNDHLVGTVPLLVDVPPEEPKLSCFRKNPLVNAICEWRPSSTPSPTTKAVLFAKKINTTNGKSDFQVPCQYSQQLKSFSCQVEILEGDKVYHIVSLCVANSVGSKSSHNEAFHSLKMVQPDPPANLVVSAIPGRPRWLKVSWQHPETWDPSYYLLQFQLRYRPVWSKEFTVLLLPVAQYQCVIHDALRGVKHVVQVRGKEELDLGQW.... Result: 1 (interaction). (2) The miRNA is hsa-miR-4427 with sequence UCUGAAUAGAGUCUGAAGAGU. The protein sequence of the target gene is MAKAYDHLFKLLLIGDSGVGKTCLIIRFAEDNFNNTYISTIGIDFKIRTVDIEGKKIKLQVWDTAGQERFKTITTAYYRGAMGIILVYDITDEKSFENIQNWMKSIKENASAGVERLLLGNKCDMEAKRKVQKEQADKLAREHGIRFFETSAKSSMNVDEAFSSLARDILLKSGGRRSGNGNKPPSTDLKTCDKKNTNKCSLG. Result: 0 (no interaction).